Predict which catalyst facilitates the given reaction. From a dataset of Catalyst prediction with 721,799 reactions and 888 catalyst types from USPTO. Reactant: [NH2:1][C:2]1[CH:9]=[C:8]([O:10][CH3:11])[CH:7]=[C:6]([O:12][CH3:13])[C:3]=1[C:4]#[N:5].CS(O)(=O)=[O:16].ClCCl.Cl. Product: [NH2:1][C:2]1[CH:9]=[C:8]([O:10][CH3:11])[CH:7]=[C:6]([O:12][CH3:13])[C:3]=1[C:4]([NH2:5])=[O:16]. The catalyst class is: 6.